From a dataset of Reaction yield outcomes from USPTO patents with 853,638 reactions. Predict the reaction yield, written as a fraction of the theoretical maximum amount of product (1.0 means a 100% yield; for example, 0.34 means a 34% yield). (1) The reactants are [CH3:1][N:2]1[CH2:11][CH:10]([C:12]2[CH:17]=[CH:16][C:15]([S:18][CH3:19])=[CH:14][CH:13]=2)[C:9]2[C:4](=[CH:5][C:6]([OH:20])=[CH:7][CH:8]=2)[CH2:3]1.Br[C:22]1[CH:27]=[C:26]([CH2:28][N:29]2[CH2:34][CH2:33][CH2:32][CH2:31][CH2:30]2)[CH:25]=[CH:24][N:23]=1.C([O-])([O-])=O.[Cs+].[Cs+].CN1CCCC1. No catalyst specified. The product is [CH3:1][N:2]1[CH2:11][CH:10]([C:12]2[CH:17]=[CH:16][C:15]([S:18][CH3:19])=[CH:14][CH:13]=2)[C:9]2[C:4](=[CH:5][C:6]([O:20][C:24]3[CH:25]=[C:26]([CH2:28][N:29]4[CH2:30][CH2:31][CH2:32][CH2:33][CH2:34]4)[CH:27]=[CH:22][N:23]=3)=[CH:7][CH:8]=2)[CH2:3]1. The yield is 0.480. (2) The reactants are [OH:1][NH:2][C:3]([C:5]1[C:10]([N+:11]([O-:13])=[O:12])=[CH:9][CH:8]=[CH:7][N:6]=1)=[NH:4].[Br:14][C:15]1[CH:23]=[C:19]([C:20](O)=O)[C:18]([OH:24])=[CH:17][CH:16]=1. No catalyst specified. The product is [Br:14][C:15]1[CH:16]=[CH:17][C:18]([OH:24])=[C:19]([C:20]2[O:1][N:2]=[C:3]([C:5]3[C:10]([N+:11]([O-:13])=[O:12])=[CH:9][CH:8]=[CH:7][N:6]=3)[N:4]=2)[CH:23]=1. The yield is 0.240. (3) The reactants are F[C:2]1[C:7]([N+:8]([O-:10])=[O:9])=[CH:6][C:5]([NH:11][C:12]2[N:17]=[C:16]([C:18]3[C:26]4[C:21](=[CH:22][CH:23]=[CH:24][CH:25]=4)[N:20]([CH3:27])[CH:19]=3)[CH:15]=[CH:14][N:13]=2)=[C:4]([O:28][CH3:29])[CH:3]=1.[CH3:30][N:31]([CH3:37])[C@H:32]1[CH2:36][CH2:35][NH:34][CH2:33]1.CCN(C(C)C)C(C)C. The catalyst is CC(N(C)C)=O.CO. The product is [CH3:30][N:31]([CH3:37])[C@H:32]1[CH2:36][CH2:35][N:34]([C:2]2[C:7]([N+:8]([O-:10])=[O:9])=[CH:6][C:5]([NH:11][C:12]3[N:17]=[C:16]([C:18]4[C:26]5[C:21](=[CH:22][CH:23]=[CH:24][CH:25]=5)[N:20]([CH3:27])[CH:19]=4)[CH:15]=[CH:14][N:13]=3)=[C:4]([O:28][CH3:29])[CH:3]=2)[CH2:33]1. The yield is 0.640. (4) The reactants are [C:1]([O:5][P:6]([O:13][CH2:14][CH2:15][N:16]([CH2:27]C)[C:17](=[O:26])[O:18][CH2:19][C:20]1[CH:25]=[CH:24][CH:23]=[CH:22][CH:21]=1)([O:8][C:9]([CH3:12])([CH3:11])[CH3:10])=[O:7])([CH3:4])([CH3:3])[CH3:2].OCCN(C)C(=O)OCC1C=CC=CC=1. No catalyst specified. The product is [C:1]([O:5][P:6]([O:13][CH2:14][CH2:15][N:16]([CH3:27])[C:17](=[O:26])[O:18][CH2:19][C:20]1[CH:25]=[CH:24][CH:23]=[CH:22][CH:21]=1)([O:8][C:9]([CH3:12])([CH3:11])[CH3:10])=[O:7])([CH3:2])([CH3:3])[CH3:4]. The yield is 0.670. (5) The reactants are [C:1]([C:4]1[C:17]2[C:8](=[C:9]3[CH2:20][CH2:19][CH2:18][N:11]4[CH2:12][CH2:13][CH2:14][C:15]([CH:16]=2)=[C:10]34)[O:7][C:6](=[O:21])[CH:5]=1)(=[O:3])[CH3:2]. The catalyst is CO.C(Cl)Cl. The product is [OH:3][CH:1]([C:4]1[C:17]2[C:8](=[C:9]3[CH2:20][CH2:19][CH2:18][N:11]4[CH2:12][CH2:13][CH2:14][C:15]([CH:16]=2)=[C:10]34)[O:7][C:6](=[O:21])[CH:5]=1)[CH3:2]. The yield is 0.880. (6) The product is [Cl:12][C:4]1[C:5]2[C:10](=[CH:9][CH:8]=[CH:7][CH:6]=2)[CH:1]=[N:2][C:3]=1[NH2:11]. The yield is 0.840. The reactants are [CH:1]1[C:10]2[C:5](=[CH:6][CH:7]=[CH:8][CH:9]=2)[CH:4]=[C:3]([NH2:11])[N:2]=1.[Cl:12]N1C(=O)CCC1=O. The catalyst is CO.